From a dataset of Forward reaction prediction with 1.9M reactions from USPTO patents (1976-2016). Predict the product of the given reaction. (1) Given the reactants [NH2:1][C:2]1[C:7]([CH3:8])=[CH:6][C:5]([OH:9])=[C:4]([CH:10]([CH3:12])[CH3:11])[C:3]=1[OH:13].O[C:15]1C=C(C(C)C)C=C(O)[C:20]=1C.C1(C)CC(=O)C(C(C)C)C(=O)C1.C(OC(OCC)OCC)C.OS(O)(=O)=O, predict the reaction product. The product is: [CH:10]([C:4]1[C:3]2[O:13][C:15]([CH3:20])=[N:1][C:2]=2[C:7]([CH3:8])=[CH:6][C:5]=1[OH:9])([CH3:11])[CH3:12]. (2) Given the reactants [C:1]([O:5][C:6](=[O:34])[NH:7][C@H:8]([C:28]1[CH:33]=[CH:32][CH:31]=[CH:30][CH:29]=1)[CH2:9][N:10]1[C:15](=[O:16])[C:14]([NH2:17])=[CH:13][N:12]([CH2:18][C:19]2[C:24]([F:25])=[CH:23][CH:22]=[CH:21][C:20]=2[F:26])[C:11]1=[O:27])([CH3:4])([CH3:3])[CH3:2].C(N(CC)CC)C.[Cl:42][CH2:43][C:44](Cl)=[O:45], predict the reaction product. The product is: [C:1]([O:5][C:6](=[O:34])[NH:7][C@H:8]([C:28]1[CH:33]=[CH:32][CH:31]=[CH:30][CH:29]=1)[CH2:9][N:10]1[C:15](=[O:16])[C:14]([NH:17][C:44](=[O:45])[CH2:43][Cl:42])=[CH:13][N:12]([CH2:18][C:19]2[C:20]([F:26])=[CH:21][CH:22]=[CH:23][C:24]=2[F:25])[C:11]1=[O:27])([CH3:4])([CH3:2])[CH3:3]. (3) Given the reactants C(O)(C(F)(F)F)=O.[Cl:8][C:9]1[CH:14]=[CH:13][C:12](/[CH:15]=[CH:16]/[C:17]([N:19]2[CH2:24][CH2:23][N:22]([CH2:25][C:26]([O:28]C(C)(C)C)=[O:27])[CH2:21][C@H:20]2[CH3:33])=[O:18])=[C:11]([CH2:34][N:35]2[N:39]=[N:38][C:37]([CH3:40])=[N:36]2)[CH:10]=1, predict the reaction product. The product is: [Cl:8][C:9]1[CH:14]=[CH:13][C:12](/[CH:15]=[CH:16]/[C:17]([N:19]2[CH2:24][CH2:23][N:22]([CH2:25][C:26]([OH:28])=[O:27])[CH2:21][C@H:20]2[CH3:33])=[O:18])=[C:11]([CH2:34][N:35]2[N:39]=[N:38][C:37]([CH3:40])=[N:36]2)[CH:10]=1. (4) The product is: [Cl:1][CH2:2][CH2:3][N:4]([CH2:24][CH2:25][Cl:26])[P:5]([N:17]([CH2:21][CH2:22][Cl:23])[CH2:18][CH2:19][Cl:20])(=[O:16])[O:6][CH2:7][CH2:8][S:9]([CH2:12][C:13](=[O:15])[NH:51][CH2:52][C:53]1[CH:54]=[N:55][CH:56]=[CH:57][CH:58]=1)(=[O:10])=[O:11]. Given the reactants [Cl:1][CH2:2][CH2:3][N:4]([CH2:24][CH2:25][Cl:26])[P:5]([N:17]([CH2:21][CH2:22][Cl:23])[CH2:18][CH2:19][Cl:20])(=[O:16])[O:6][CH2:7][CH2:8][S:9]([CH2:12][C:13]([OH:15])=O)(=[O:11])=[O:10].F[P-](F)(F)(F)(F)F.N1(OC(N(C)C)=[N+](C)C)C2C=CC=CC=2N=N1.[NH2:51][CH2:52][C:53]1[CH:54]=[N:55][CH:56]=[CH:57][CH:58]=1.C(N(CC)C(C)C)(C)C, predict the reaction product. (5) Given the reactants [F:1][C:2]1[CH:7]=[C:6]([O:8][CH2:9][CH:10]2[CH2:15][CH2:14][N:13]([CH2:16][C:17]([F:20])([CH3:19])[CH3:18])[CH2:12][CH2:11]2)[CH:5]=[CH:4][C:3]=1[C:21]1[CH:26]=[CH:25][C:24]([C:27]([O:29]C)=[O:28])=[CH:23][CH:22]=1.O[Li].O.Cl, predict the reaction product. The product is: [F:1][C:2]1[CH:7]=[C:6]([O:8][CH2:9][CH:10]2[CH2:11][CH2:12][N:13]([CH2:16][C:17]([F:20])([CH3:19])[CH3:18])[CH2:14][CH2:15]2)[CH:5]=[CH:4][C:3]=1[C:21]1[CH:22]=[CH:23][C:24]([C:27]([OH:29])=[O:28])=[CH:25][CH:26]=1. (6) Given the reactants [CH2:1]([O:8][C:9]1[CH:10]=[C:11]2[C:16](=[CH:17][C:18]=1[O:19][CH3:20])[NH:15][C:14](=[O:21])[C:13]([C:22](O)=[O:23])=[CH:12]2)[C:2]1[CH:7]=[CH:6][CH:5]=[CH:4][CH:3]=1.CN(C(ON1N=NC2C=CC=NC1=2)=[N+](C)C)C.F[P-](F)(F)(F)(F)F.CN1CCOCC1.[NH2:56][C:57]1[CH:58]=[C:59]([CH:71]=[CH:72][C:73]=1[CH3:74])[C:60]([NH:62][CH2:63][C:64]1[CH:69]=[CH:68][CH:67]=[C:66]([Cl:70])[CH:65]=1)=[O:61], predict the reaction product. The product is: [Cl:70][C:66]1[CH:65]=[C:64]([CH:69]=[CH:68][CH:67]=1)[CH2:63][NH:62][C:60]([C:59]1[CH:71]=[CH:72][C:73]([CH3:74])=[C:57]([NH:56][C:22]([C:13]2[C:14](=[O:21])[NH:15][C:16]3[C:11]([CH:12]=2)=[CH:10][C:9]([O:8][CH2:1][C:2]2[CH:7]=[CH:6][CH:5]=[CH:4][CH:3]=2)=[C:18]([O:19][CH3:20])[CH:17]=3)=[O:23])[CH:58]=1)=[O:61]. (7) Given the reactants [N:1]1([C:7]2[N:8]=[C:9]([CH2:14][C:15]([O:17]CC)=O)[NH:10][C:11](=[O:13])[CH:12]=2)[CH2:6][CH2:5][O:4][CH2:3][CH2:2]1.[F:20][C:21]1[CH:22]=[C:23]([CH:25]=[C:26]([F:28])[CH:27]=1)[NH2:24], predict the reaction product. The product is: [F:20][C:21]1[CH:22]=[C:23]([NH:24][C:15](=[O:17])[CH2:14][C:9]2[NH:10][C:11](=[O:13])[CH:12]=[C:7]([N:1]3[CH2:2][CH2:3][O:4][CH2:5][CH2:6]3)[N:8]=2)[CH:25]=[C:26]([F:28])[CH:27]=1.